This data is from Reaction yield outcomes from USPTO patents with 853,638 reactions. The task is: Predict the reaction yield, written as a fraction of the theoretical maximum amount of product (1.0 means a 100% yield; for example, 0.34 means a 34% yield). (1) The reactants are Cl.[NH:2]1[CH2:7][CH2:6][CH2:5][CH:4]([CH2:8][NH:9][C:10]([C:12]2[C:20]3[C:15](=[N:16][CH:17]=[C:18]([CH:21]4[CH2:23][CH2:22]4)[N:19]=3)[N:14]([CH2:24][O:25][CH2:26][CH2:27][Si:28]([CH3:31])([CH3:30])[CH3:29])[CH:13]=2)=[O:11])[CH2:3]1.C(N(CC)CC)C.[CH3:39][S:40](Cl)(=[O:42])=[O:41]. The catalyst is C(Cl)Cl. The product is [CH3:39][S:40]([N:2]1[CH2:7][CH2:6][CH2:5][CH:4]([CH2:8][NH:9][C:10]([C:12]2[C:20]3[C:15](=[N:16][CH:17]=[C:18]([CH:21]4[CH2:22][CH2:23]4)[N:19]=3)[N:14]([CH2:24][O:25][CH2:26][CH2:27][Si:28]([CH3:31])([CH3:30])[CH3:29])[CH:13]=2)=[O:11])[CH2:3]1)(=[O:42])=[O:41]. The yield is 0.980. (2) The reactants are [Cl:1][C:2]1[CH:10]=[C:6]([C:7]([OH:9])=O)[C:5]([OH:11])=[CH:4][CH:3]=1.[NH2:12][C:13]1[S:14][CH:15]=[C:16]([C:18]2[CH:23]=[CH:22][C:21]([C:24]([F:27])([F:26])[F:25])=[CH:20][CH:19]=2)[N:17]=1. No catalyst specified. The product is [Cl:1][C:2]1[CH:3]=[CH:4][C:5]([OH:11])=[C:6]([CH:10]=1)[C:7]([NH:12][C:13]1[S:14][CH:15]=[C:16]([C:18]2[CH:19]=[CH:20][C:21]([C:24]([F:27])([F:25])[F:26])=[CH:22][CH:23]=2)[N:17]=1)=[O:9]. The yield is 0.160. (3) The reactants are Br[C:2]1[CH:3]=[CH:4][C:5]([N+:8]([O-:10])=[O:9])=[N:6][CH:7]=1.[O:11]=[C:12]1[NH:16][CH2:15][C@H:14]2[CH2:17][N:18]([C:20]([O:22][C:23]([CH3:26])([CH3:25])[CH3:24])=[O:21])[CH2:19][C@@H:13]12. The product is [N+:8]([C:5]1[N:6]=[CH:7][C:2]([N:16]2[C:12](=[O:11])[C@@H:13]3[CH2:19][N:18]([C:20]([O:22][C:23]([CH3:26])([CH3:25])[CH3:24])=[O:21])[CH2:17][C@@H:14]3[CH2:15]2)=[CH:3][CH:4]=1)([O-:10])=[O:9]. The yield is 0.810. No catalyst specified. (4) The reactants are Br[C:2]1[CH:7]=[CH:6][C:5]([O:8][CH3:9])=[CH:4][CH:3]=1.[CH3:10][O:11][Si:12](OC)([CH3:14])[CH3:13]. No catalyst specified. The product is [CH3:9][O:8][C:5]1[CH:6]=[CH:7][C:2]([CH2:10][O:11][SiH:12]([CH3:14])[CH3:13])=[CH:3][CH:4]=1. The yield is 0.520. (5) The reactants are [H][H].C([N:10]1[C:14]([CH2:15][CH2:16][O:17][CH2:18][C:19]([OH:21])=[O:20])=[CH:13][N:12]=[N:11]1)C1C=CC=CC=1. The catalyst is C(O)(C)C.O.[Pd](Cl)Cl. The product is [NH:10]1[C:14]([CH2:15][CH2:16][O:17][CH2:18][C:19]([OH:21])=[O:20])=[CH:13][N:12]=[N:11]1. The yield is 1.00. (6) The reactants are [CH3:1][C:2]1[N:7]=[C:6]([NH:8][C:9]([C:11]23[CH2:18][C:15]([NH:19]C(=O)OCC4C=CC=CC=4)([CH2:16][CH2:17]2)[CH2:14][CH2:13][CH2:12]3)=[O:10])[CH:5]=[CH:4][N:3]=1. The catalyst is Br.CC(O)=O. The product is [NH2:19][C:15]12[CH2:18][C:11]([C:9]([NH:8][C:6]3[CH:5]=[CH:4][N:3]=[C:2]([CH3:1])[N:7]=3)=[O:10])([CH2:17][CH2:16]1)[CH2:12][CH2:13][CH2:14]2. The yield is 0.660. (7) The reactants are Cl.[F:2][C:3]1[CH:8]=[CH:7][C:6]([C:9]2[N:10]=[C:11]3[N:15]([C:16]=2[C:17]2[CH:22]=[CH:21][N:20]=[C:19]([NH:23][C@@H:24]4[CH2:29][CH2:28][CH2:27][NH:26][CH2:25]4)[N:18]=2)[CH:14]=[CH:13][S:12]3)=[CH:5][C:4]=1[O:30][CH3:31].CCN(C(C)C)C(C)C.[Cl:41][C:42]1[CH:47]=[CH:46][C:45]([S:48](Cl)(=[O:50])=[O:49])=[CH:44][CH:43]=1. The catalyst is C(Cl)Cl. The product is [Cl:41][C:42]1[CH:47]=[CH:46][C:45]([S:48]([N:26]2[CH2:27][CH2:28][CH2:29][C@@H:24]([NH:23][C:19]3[N:18]=[C:17]([C:16]4[N:15]5[C:11]([S:12][CH:13]=[CH:14]5)=[N:10][C:9]=4[C:6]4[CH:7]=[CH:8][C:3]([F:2])=[C:4]([O:30][CH3:31])[CH:5]=4)[CH:22]=[CH:21][N:20]=3)[CH2:25]2)(=[O:50])=[O:49])=[CH:44][CH:43]=1. The yield is 0.940. (8) The reactants are [Cl:1][C:2]1[C:10]2[CH:9]=[C:8]([O:11][CH2:12][C:13]3[CH:18]=[CH:17][C:16]([O:19][CH:20]([CH3:22])[CH3:21])=[C:15]([C:23]([F:26])([F:25])[F:24])[CH:14]=3)[CH:7]=[CH:6][C:5]=2[N:4]2[CH2:27][CH2:28][C@H:29]([CH2:30][C:31]([O:33]CC)=[O:32])[C:3]=12.[OH-].[Na+]. The catalyst is O1CCOCC1.CO. The product is [Cl:1][C:2]1[C:10]2[CH:9]=[C:8]([O:11][CH2:12][C:13]3[CH:18]=[CH:17][C:16]([O:19][CH:20]([CH3:22])[CH3:21])=[C:15]([C:23]([F:24])([F:25])[F:26])[CH:14]=3)[CH:7]=[CH:6][C:5]=2[N:4]2[CH2:27][CH2:28][C@H:29]([CH2:30][C:31]([OH:33])=[O:32])[C:3]=12. The yield is 0.940. (9) The reactants are [C:1]([C@@H:4]([NH:12][C:13](=[O:22])[O:14]CC1C=CN=CC=1)[CH2:5][C:6]1[CH:11]=[CH:10][CH:9]=[CH:8][CH:7]=1)([OH:3])=O.CCN(C(C)C)C(C)C.CN(C(ON1N=NC2C=CC=CC1=2)=[N+](C)C)C.[B-](F)(F)(F)F.[CH2:54]([NH2:60])[C@@H:55]1[O:59][CH2:58][CH2:57][CH2:56]1.[ClH:61].CCOCC. The catalyst is CN(C=O)C.C(#N)C. The product is [ClH:61].[CH2:5]([C@H:4]([NH:12][C:13](=[O:22])[OH:14])[C:1](=[O:3])[NH:60][CH2:54][C@H:55]1[CH2:56][CH2:57][CH2:58][O:59]1)[C:6]1[CH:7]=[CH:8][CH:9]=[CH:10][CH:11]=1. The yield is 0.420. (10) The reactants are [Br:1][C:2]1[CH:10]=[C:9]2[C:5]([CH2:6][CH2:7][C:8]2=[CH:11][CH3:12])=[CH:4][CH:3]=1.[H][H]. The catalyst is C(OCC)(=O)C.[Pd]. The product is [Br:1][C:2]1[CH:10]=[C:9]2[C:5]([CH2:6][CH2:7][CH:8]2[CH2:11][CH3:12])=[CH:4][CH:3]=1. The yield is 0.887.